From a dataset of Peptide-MHC class II binding affinity with 134,281 pairs from IEDB. Regression. Given a peptide amino acid sequence and an MHC pseudo amino acid sequence, predict their binding affinity value. This is MHC class II binding data. (1) The peptide sequence is NPRQAYANYRDIDLG. The MHC is DRB1_0101 with pseudo-sequence DRB1_0101. The binding affinity (normalized) is 0.281. (2) The peptide sequence is HPQQFIYAGSLSALL. The MHC is HLA-DPA10201-DPB10501 with pseudo-sequence HLA-DPA10201-DPB10501. The binding affinity (normalized) is 0.442. (3) The peptide sequence is ASNPNYLAILVKYVD. The MHC is DRB1_0405 with pseudo-sequence DRB1_0405. The binding affinity (normalized) is 0.726. (4) The peptide sequence is ILTVSVAVSEGKPTE. The MHC is HLA-DQA10301-DQB10302 with pseudo-sequence HLA-DQA10301-DQB10302. The binding affinity (normalized) is 0.464. (5) The peptide sequence is VLAKSPDTTCSEIEE. The MHC is DRB1_1201 with pseudo-sequence QEFFIASGAAVDAIMESGLEHFVIDRATYHAVFT. The binding affinity (normalized) is 0. (6) The peptide sequence is YVDEHLMCEIEGHHL. The MHC is DRB1_1302 with pseudo-sequence DRB1_1302. The binding affinity (normalized) is 0.0797. (7) The peptide sequence is SCTMPPVSFHGSDGC. The MHC is DRB3_0101 with pseudo-sequence DRB3_0101. The binding affinity (normalized) is 0.250.